Dataset: Reaction yield outcomes from USPTO patents with 853,638 reactions. Task: Predict the reaction yield, written as a fraction of the theoretical maximum amount of product (1.0 means a 100% yield; for example, 0.34 means a 34% yield). (1) The reactants are Cl.[N+:2]([C:5]1[CH:30]=[CH:29][C:8]([C:9]([O:11][C@H:12]2[C:16]3[N:17]=[CH:18][N:19]=[C:20]([N:21]4[CH2:27][CH2:26][CH2:25][NH:24][CH2:23][CH2:22]4)[C:15]=3[C@H:14]([CH3:28])[CH2:13]2)=[O:10])=[CH:7][CH:6]=1)([O-:4])=[O:3].[C:31]([O:35][C:36]([N:38]([CH:51]([CH3:53])[CH3:52])[CH2:39][CH:40]([C:44]1[CH:49]=[CH:48][C:47]([Cl:50])=[CH:46][CH:45]=1)[C:41](O)=[O:42])=[O:37])([CH3:34])([CH3:33])[CH3:32].C(N(CC)C(C)C)(C)C.CN(C(ON1N=NC2C=CC=CC1=2)=[N+](C)C)C.F[P-](F)(F)(F)(F)F. The catalyst is ClCCl. The product is [N+:2]([C:5]1[CH:6]=[CH:7][C:8]([C:9]([O:11][C@H:12]2[C:16]3[N:17]=[CH:18][N:19]=[C:20]([N:21]4[CH2:27][CH2:26][CH2:25][N:24]([C:41](=[O:42])[C@@H:40]([C:44]5[CH:45]=[CH:46][C:47]([Cl:50])=[CH:48][CH:49]=5)[CH2:39][N:38]([C:36]([O:35][C:31]([CH3:32])([CH3:33])[CH3:34])=[O:37])[CH:51]([CH3:52])[CH3:53])[CH2:23][CH2:22]4)[C:15]=3[C@H:14]([CH3:28])[CH2:13]2)=[O:10])=[CH:29][CH:30]=1)([O-:4])=[O:3]. The yield is 0.500. (2) The reactants are [OH-:1].[Na+].C([O:5][C:6]([C:8]1[CH:9]=[N:10][N:11]2[CH:16]=[C:15]([C:17]#[N:18])[CH:14]=[N:13][C:12]=12)=[O:7])C.Cl. The catalyst is C(O)C. The product is [C:17]([C:15]1[CH:14]=[N:13][C:12]2[N:11]([N:10]=[CH:9][C:8]=2[C:6]([OH:5])=[O:7])[CH:16]=1)(=[O:1])[NH2:18]. The yield is 0.750. (3) The yield is 0.150. The product is [CH3:1][C:2]1[O:6][N:5]=[C:4]([C:7]2[CH:12]=[CH:11][CH:10]=[CH:9][CH:8]=2)[C:3]=1[C:13]1[O:14][C:23]([C:18]2[CH:19]=[CH:20][CH:21]=[CH:22][N:17]=2)=[N:16][N:15]=1. No catalyst specified. The reactants are [CH3:1][C:2]1[O:6][N:5]=[C:4]([C:7]2[CH:12]=[CH:11][CH:10]=[CH:9][CH:8]=2)[C:3]=1[C:13]([NH:15][NH2:16])=[O:14].[N:17]1[CH:22]=[CH:21][CH:20]=[CH:19][C:18]=1[C:23](O)=O. (4) The reactants are [N:1]1[CH:6]=[CH:5][CH:4]=[CH:3][C:2]=1C(O)=O.C1(P(N=[N+]=[N-])(C2C=CC=CC=2)=[O:17])C=CC=CC=1.C([N:29]([CH2:32]C)CC)C. The catalyst is C1(C)C=CC=CC=1. The product is [N:29]([C:2]1[CH:3]=[CH:4][CH:5]=[CH:6][N:1]=1)=[C:32]=[O:17]. The yield is 0.780. (5) The reactants are [Br:1][C:2]1[CH:3]=[C:4]2[C:9](=[CH:10][CH:11]=1)[CH:8]=[C:7](O)[CH:6]=[CH:5]2.S([O-])([O-])=O.[NH4+:17].[NH4+]. The catalyst is N. The product is [Br:1][C:2]1[CH:3]=[C:4]2[C:9](=[CH:10][CH:11]=1)[CH:8]=[C:7]([NH2:17])[CH:6]=[CH:5]2. The yield is 0.330. (6) The reactants are [NH2:1][C:2]1[C:10]2[C:5](=[CH:6][CH:7]=[CH:8][CH:9]=2)[C:4]([C:18]2[CH:23]=[CH:22][C:21]([OH:24])=[CH:20][CH:19]=2)([C:11]2[CH:16]=[CH:15][C:14]([OH:17])=[CH:13][CH:12]=2)[N:3]=1.C(N(CC)CC)C.[C:32]([O:36][C:37](O[C:37]([O:36][C:32]([CH3:35])([CH3:34])[CH3:33])=[O:38])=[O:38])([CH3:35])([CH3:34])[CH3:33].ClCCl. The yield is 0.920. The catalyst is CN(C)C=O. The product is [C:32]([O:36][C:37](=[O:38])[NH:1][C:2]1[C:10]2[C:5](=[CH:6][CH:7]=[CH:8][CH:9]=2)[C:4]([C:18]2[CH:19]=[CH:20][C:21]([OH:24])=[CH:22][CH:23]=2)([C:11]2[CH:16]=[CH:15][C:14]([OH:17])=[CH:13][CH:12]=2)[N:3]=1)([CH3:35])([CH3:34])[CH3:33].